This data is from Full USPTO retrosynthesis dataset with 1.9M reactions from patents (1976-2016). The task is: Predict the reactants needed to synthesize the given product. (1) Given the product [Si:1]([O:8][CH2:9][C:10]1([CH3:38])[S:16][CH2:15][CH2:14][N:13]2[C:17]([C:20]3([C:23]4[CH:28]=[CH:27][C:26]([C:40]5[N:41]=[N:42][CH:43]=[CH:44][CH:45]=5)=[CH:25][CH:24]=4)[CH2:21][CH2:22]3)=[N:18][N:19]=[C:12]2[CH2:11]1)([C:4]([CH3:7])([CH3:5])[CH3:6])([CH3:2])[CH3:3], predict the reactants needed to synthesize it. The reactants are: [Si:1]([O:8][CH2:9][C:10]1([CH3:38])[S:16][CH2:15][CH2:14][N:13]2[C:17]([C:20]3([C:23]4[CH:28]=[CH:27][C:26](B5OC(C)(C)C(C)(C)O5)=[CH:25][CH:24]=4)[CH2:22][CH2:21]3)=[N:18][N:19]=[C:12]2[CH2:11]1)([C:4]([CH3:7])([CH3:6])[CH3:5])([CH3:3])[CH3:2].Cl[C:40]1[N:41]=[N:42][CH:43]=[CH:44][CH:45]=1.C(=O)([O-])[O-].[K+].[K+].C(=O)([O-])O.[Na+]. (2) Given the product [C:28]([OH:35])(=[O:34])/[CH:29]=[CH:30]/[C:31]([OH:33])=[O:32].[C:28]([OH:35])(=[O:34])/[CH:29]=[CH:30]/[C:31]([OH:33])=[O:32].[CH2:1]([C:3]1[CH:10]=[CH:9][C:6]([C:7]#[N:8])=[C:5]([O:11][C:12]2[CH:17]=[CH:16][CH:15]=[C:14]([CH2:18][NH:25][CH3:24])[C:13]=2[O:20][CH3:21])[N:4]=1)[CH3:2], predict the reactants needed to synthesize it. The reactants are: [CH2:1]([C:3]1[CH:10]=[CH:9][C:6]([C:7]#[N:8])=[C:5]([O:11][C:12]2[CH:17]=[CH:16][CH:15]=[C:14]([CH:18]=O)[C:13]=2[O:20][CH3:21])[N:4]=1)[CH3:2].CN.[C:24]([BH3-])#[N:25].[Na+].[C:28]([OH:35])(=[O:34])/[CH:29]=[CH:30]/[C:31]([OH:33])=[O:32]. (3) Given the product [Br:10][C:11]1[CH:12]=[C:13]2[C:18](=[CH:19][CH:20]=1)[N:17]=[C:16]([O:21][CH3:22])[C:15]([CH2:23][N:32]1[CH2:33][CH2:34][CH:29]([C:28]([F:36])([F:35])[F:27])[CH2:30][CH2:31]1)=[C:14]2[Cl:25], predict the reactants needed to synthesize it. The reactants are: C(N(C(C)C)CC)(C)C.[Br:10][C:11]1[CH:12]=[C:13]2[C:18](=[CH:19][CH:20]=1)[N:17]=[C:16]([O:21][CH3:22])[C:15]([CH2:23]Br)=[C:14]2[Cl:25].Cl.[F:27][C:28]([F:36])([F:35])[CH:29]1[CH2:34][CH2:33][NH:32][CH2:31][CH2:30]1. (4) Given the product [CH3:1][O:2][C:3]1[CH:4]=[C:5]2[C:9](=[CH:10][CH:11]=1)[CH:8]([CH2:15][CH2:16][CH3:17])[CH:7]=[CH:6]2, predict the reactants needed to synthesize it. The reactants are: [CH3:1][O:2][C:3]1[CH:4]=[C:5]2[C:9](=[CH:10][CH:11]=1)[CH2:8][CH:7]=[CH:6]2.[Li]C.I[CH2:15][CH2:16][CH3:17].[NH4+].[Cl-]. (5) Given the product [OH:24][CH:21]1[CH2:22][CH2:23][N:19]([C:16]([C:13]2[S:14][CH:15]=[C:11]([C:7]3[S:6][C:5]([NH:4][C:1](=[O:3])[CH3:2])=[N:9][C:8]=3[CH3:10])[N:12]=2)=[O:17])[CH2:20]1, predict the reactants needed to synthesize it. The reactants are: [C:1]([NH:4][C:5]1[S:6][C:7]([C:11]2[N:12]=[C:13]([C:16](Cl)=[O:17])[S:14][CH:15]=2)=[C:8]([CH3:10])[N:9]=1)(=[O:3])[CH3:2].[NH:19]1[CH2:23][CH2:22][CH:21]([OH:24])[CH2:20]1.C(N(CC)CC)C. (6) The reactants are: [N:1]1[CH:6]=[CH:5][CH:4]=[CH:3][C:2]=1[CH2:7][NH+:8]([O-])[C:9](=[O:15])[O:10][C:11]([CH3:14])([CH3:13])[CH3:12].C[Si]([C:21]#[N:22])(C)C.CN(C)C(Cl)=O. Given the product [C:21]([C:6]1[N:1]=[C:2]([CH2:7][NH:8][C:9](=[O:15])[O:10][C:11]([CH3:14])([CH3:13])[CH3:12])[CH:3]=[CH:4][CH:5]=1)#[N:22], predict the reactants needed to synthesize it. (7) Given the product [Cl:8][C:9]1[CH:10]=[CH:11][C:12]([O:27][CH2:28][C:29]2[O:33][N:32]=[C:31]([CH3:34])[CH:30]=2)=[C:13]([CH:26]=1)[CH2:14][NH2:15], predict the reactants needed to synthesize it. The reactants are: CC(O)C.O.NN.[Cl:8][C:9]1[CH:10]=[CH:11][C:12]([O:27][CH2:28][C:29]2[O:33][N:32]=[C:31]([CH3:34])[CH:30]=2)=[C:13]([CH:26]=1)[CH2:14][N:15]1C(=O)C2C(=CC=CC=2)C1=O. (8) Given the product [N:10]1[CH:9]=[CH:8][C:7]([C:5]2[S:4][C:3]3[C:13](=[O:14])[NH:15][C:19]4([CH2:20][CH2:21][O:16][CH2:17][CH2:18]4)[NH:1][C:2]=3[CH:6]=2)=[CH:12][CH:11]=1, predict the reactants needed to synthesize it. The reactants are: [NH2:1][C:2]1[CH:6]=[C:5]([C:7]2[CH:12]=[CH:11][N:10]=[CH:9][CH:8]=2)[S:4][C:3]=1[C:13]([NH2:15])=[O:14].[O:16]1[CH2:21][CH2:20][C:19](=O)[CH2:18][CH2:17]1.O.C1(C)C=CC(S(O)(=O)=O)=CC=1.C(=O)([O-])O.[Na+].